From a dataset of Forward reaction prediction with 1.9M reactions from USPTO patents (1976-2016). Predict the product of the given reaction. (1) Given the reactants [Cl:1][C:2]1[CH:3]=[CH:4][C:5]2[N:11]3[CH:12]=[CH:13][CH:14]=[C:10]3[C@@H:9]([CH2:15][C:16]([N:18]3[CH2:23][CH2:22][CH:21]([CH2:24][C:25]([O:27]CC)=[O:26])[CH2:20][CH2:19]3)=[O:17])[O:8][C@H:7]([C:30]3[CH:35]=[CH:34][CH:33]=[C:32]([O:36][CH3:37])[C:31]=3[O:38][CH3:39])[C:6]=2[CH:40]=1.C(=O)([O-])[O-].[K+].[K+].C(O)(=O)C, predict the reaction product. The product is: [Cl:1][C:2]1[CH:3]=[CH:4][C:5]2[N:11]3[CH:12]=[CH:13][CH:14]=[C:10]3[C@@H:9]([CH2:15][C:16]([N:18]3[CH2:23][CH2:22][CH:21]([CH2:24][C:25]([OH:27])=[O:26])[CH2:20][CH2:19]3)=[O:17])[O:8][C@H:7]([C:30]3[CH:35]=[CH:34][CH:33]=[C:32]([O:36][CH3:37])[C:31]=3[O:38][CH3:39])[C:6]=2[CH:40]=1. (2) Given the reactants [CH3:1][O:2][C:3]1[CH:4]=[C:5](B(O)O)[CH:6]=[CH:7][CH:8]=1.[Cl:12][C:13]1[CH:18]=[CH:17][CH:16]=[C:15](Cl)[N:14]=1.C(=O)([O-])[O-].[K+].[K+].C1(P(C2C=CC=CC=2)C2C=CC=CC=2)C=CC=CC=1, predict the reaction product. The product is: [Cl:12][C:13]1[CH:18]=[CH:17][CH:16]=[C:15]([C:5]2[CH:6]=[CH:7][CH:8]=[C:3]([O:2][CH3:1])[CH:4]=2)[N:14]=1. (3) Given the reactants [NH:1]1[C:9]2[C:4](=[CH:5][C:6]([CH:10]=[CH:11][C:12]([O:14][CH3:15])=[O:13])=[CH:7][CH:8]=2)[CH:3]=[CH:2]1, predict the reaction product. The product is: [NH:1]1[C:9]2[C:4](=[CH:5][C:6]([CH2:10][CH2:11][C:12]([O:14][CH3:15])=[O:13])=[CH:7][CH:8]=2)[CH:3]=[CH:2]1. (4) Given the reactants [Cl:1][C:2]1[CH:7]=[C:6]([N:8]=[C:9]=[S:10])[CH:5]=[C:4]([C:11]([F:14])([F:13])[F:12])[C:3]=1[C:15]1[CH:20]=[CH:19][C:18]([O:21][CH:22]2[CH2:27][CH2:26][N:25]([C:28]([O:30][C:31]([CH3:34])([CH3:33])[CH3:32])=[O:29])[CH2:24][CH2:23]2)=[CH:17][CH:16]=1.[N:35]#[C:36][NH2:37].[Na].[CH3:39]O.IC, predict the reaction product. The product is: [Cl:1][C:2]1[CH:7]=[C:6]([NH:8]/[C:9](=[N:35]/[C:36]#[N:37])/[S:10][CH3:39])[CH:5]=[C:4]([C:11]([F:13])([F:14])[F:12])[C:3]=1[C:15]1[CH:20]=[CH:19][C:18]([O:21][CH:22]2[CH2:27][CH2:26][N:25]([C:28]([O:30][C:31]([CH3:34])([CH3:33])[CH3:32])=[O:29])[CH2:24][CH2:23]2)=[CH:17][CH:16]=1. (5) The product is: [CH2:14]([O:21][C:22](=[O:30])[NH:23][CH:24]1[CH2:29][CH2:28][N:27]([C:2]2[C:11]3[C:6](=[CH:7][CH:8]=[C:9]([O:12][CH3:13])[N:10]=3)[N:5]=[CH:4][CH:3]=2)[CH2:26][CH2:25]1)[C:15]1[CH:20]=[CH:19][CH:18]=[CH:17][CH:16]=1. Given the reactants Br[C:2]1[CH:3]=[CH:4][N:5]=[C:6]2[C:11]=1[N:10]=[C:9]([O:12][CH3:13])[CH:8]=[CH:7]2.[CH2:14]([O:21][C:22](=[O:30])[NH:23][CH:24]1[CH2:29][CH2:28][NH:27][CH2:26][CH2:25]1)[C:15]1[CH:20]=[CH:19][CH:18]=[CH:17][CH:16]=1, predict the reaction product. (6) Given the reactants [CH:1]1([CH2:4][NH2:5])[CH2:3][CH2:2]1.[CH2:6]([NH:13][C:14]([C:16]1[S:20][C:19]([N:21]2[CH2:26][CH2:25][CH2:24][CH:23](Br)[C:22]2=[O:28])=[N:18][C:17]=1[CH3:29])=[O:15])[C:7]1[CH:12]=[CH:11][CH:10]=[CH:9][CH:8]=1, predict the reaction product. The product is: [CH2:6]([NH:13][C:14]([C:16]1[S:20][C:19]([N:21]2[CH2:26][CH2:25][CH2:24][CH:23]([NH:5][CH2:4][CH:1]3[CH2:3][CH2:2]3)[C:22]2=[O:28])=[N:18][C:17]=1[CH3:29])=[O:15])[C:7]1[CH:12]=[CH:11][CH:10]=[CH:9][CH:8]=1. (7) Given the reactants [N+:1]([C:4]1[CH:5]=[C:6]2[C:10](=[CH:11][CH:12]=1)[NH:9][CH:8]=[CH:7]2)([O-:3])=[O:2].Cl.Cl[CH2:15][C:16]1[N:17]=[CH:18][S:19][CH:20]=1.C(=O)([O-])[O-].[K+].[K+], predict the reaction product. The product is: [N+:1]([C:4]1[CH:5]=[C:6]2[C:10](=[CH:11][CH:12]=1)[N:9]([CH2:15][C:16]1[N:17]=[CH:18][S:19][CH:20]=1)[CH:8]=[CH:7]2)([O-:3])=[O:2]. (8) Given the reactants Cl.[F:2][C:3]1[CH:8]=[CH:7][CH:6]=[CH:5][C:4]=1[NH:9][NH2:10].[CH3:11][C:12]([CH3:19])([CH3:18])[C:13](=O)[CH2:14][C:15]#[N:16], predict the reaction product. The product is: [C:12]([C:13]1[CH:14]=[C:15]([NH2:16])[N:9]([C:4]2[CH:5]=[CH:6][CH:7]=[CH:8][C:3]=2[F:2])[N:10]=1)([CH3:19])([CH3:18])[CH3:11]. (9) Given the reactants [Cl:1][C:2]1[C:3]([O:9][C:10]2[CH:15]=[C:14]([O:16][CH:17]([CH3:19])[CH3:18])[CH:13]=[CH:12][C:11]=2[CH2:20][CH2:21][CH2:22][OH:23])=[N:4][CH:5]=[C:6]([Cl:8])[CH:7]=1.O[C:25]1[C:30]([O:31][CH3:32])=[CH:29][CH:28]=[CH:27][C:26]=1[CH2:33][C:34]([O:36]C)=[O:35].C(P(CCCC)CCCC)CCC.N(C(N1CCCCC1)=O)=NC(N1CCCCC1)=O.O1CCCC1CO.[OH-].[Na+].Cl, predict the reaction product. The product is: [Cl:1][C:2]1[C:3]([O:9][C:10]2[CH:15]=[C:14]([O:16][CH:17]([CH3:18])[CH3:19])[CH:13]=[CH:12][C:11]=2[CH2:20][CH2:21][CH2:22][O:23][C:25]2[C:30]([O:31][CH3:32])=[CH:29][CH:28]=[CH:27][C:26]=2[CH2:33][C:34]([OH:36])=[O:35])=[N:4][CH:5]=[C:6]([Cl:8])[CH:7]=1.